The task is: Predict the reaction yield, written as a fraction of the theoretical maximum amount of product (1.0 means a 100% yield; for example, 0.34 means a 34% yield).. This data is from Reaction yield outcomes from USPTO patents with 853,638 reactions. (1) The reactants are COC[O:4][C:5]1[CH:10]=[C:9]([O:11]COC)[CH:8]=[C:7]([O:15][C:16]2[CH:21]=[CH:20][C:19]([N+:22]([O-:24])=[O:23])=[CH:18][CH:17]=2)[C:6]=1[C:25]1[O:29][N:28]=[C:27]([C:30]([O:32][CH2:33][CH3:34])=[O:31])[CH:26]=1.Cl. The catalyst is C(O)C.O1CCOCC1. The product is [OH:4][C:5]1[CH:10]=[C:9]([OH:11])[CH:8]=[C:7]([O:15][C:16]2[CH:17]=[CH:18][C:19]([N+:22]([O-:24])=[O:23])=[CH:20][CH:21]=2)[C:6]=1[C:25]1[O:29][N:28]=[C:27]([C:30]([O:32][CH2:33][CH3:34])=[O:31])[CH:26]=1. The yield is 0.830. (2) The catalyst is CCCCCC. The yield is 0.820. The product is [C:16]([O:21][CH2:22][C:23]([CH3:24])([OH:25])[C:9]([F:12])([F:10])[C:8]([OH:27])([OH:13])[C:7]([F:15])([F:14])[F:6])(=[O:20])[C:17]([CH3:19])=[CH2:18]. The reactants are C([Li])CCC.[F:6][C:7]([F:15])([F:14])[CH:8]([OH:13])[C:9]([F:12])(F)[F:10].[C:16]([O:21][CH2:22][C:23](=[O:25])[CH3:24])(=[O:20])[C:17]([CH3:19])=[CH2:18].Cl.[O:27]1CCCC1. (3) The reactants are [CH3:1][Si](C=[N+]=[N-])(C)C.CCOCC.[Cl:13][C:14]1[CH:22]=[C:21]([F:23])[C:20]([N+:24]([O-:26])=[O:25])=[CH:19][C:15]=1[C:16]([OH:18])=[O:17].C(O)(=O)C. The catalyst is C1(C)C=CC=CC=1.CO. The product is [Cl:13][C:14]1[CH:22]=[C:21]([F:23])[C:20]([N+:24]([O-:26])=[O:25])=[CH:19][C:15]=1[C:16]([O:18][CH3:1])=[O:17]. The yield is 1.00.